This data is from NCI-60 drug combinations with 297,098 pairs across 59 cell lines. The task is: Regression. Given two drug SMILES strings and cell line genomic features, predict the synergy score measuring deviation from expected non-interaction effect. (1) Drug 2: B(C(CC(C)C)NC(=O)C(CC1=CC=CC=C1)NC(=O)C2=NC=CN=C2)(O)O. Cell line: HOP-62. Drug 1: C1CN1C2=NC(=NC(=N2)N3CC3)N4CC4. Synergy scores: CSS=46.7, Synergy_ZIP=0.920, Synergy_Bliss=1.25, Synergy_Loewe=-1.73, Synergy_HSA=2.00. (2) Drug 1: COC1=C(C=C2C(=C1)N=CN=C2NC3=CC(=C(C=C3)F)Cl)OCCCN4CCOCC4. Drug 2: C(CC(=O)O)C(=O)CN.Cl. Cell line: RXF 393. Synergy scores: CSS=23.1, Synergy_ZIP=-5.38, Synergy_Bliss=-3.13, Synergy_Loewe=-31.8, Synergy_HSA=-1.41. (3) Synergy scores: CSS=62.2, Synergy_ZIP=-1.84, Synergy_Bliss=-0.479, Synergy_Loewe=-11.9, Synergy_HSA=4.29. Drug 1: C1=CC(=C2C(=C1NCCNCCO)C(=O)C3=C(C=CC(=C3C2=O)O)O)NCCNCCO. Cell line: HCT-15. Drug 2: CC(CN1CC(=O)NC(=O)C1)N2CC(=O)NC(=O)C2. (4) Drug 1: CC=C1C(=O)NC(C(=O)OC2CC(=O)NC(C(=O)NC(CSSCCC=C2)C(=O)N1)C(C)C)C(C)C. Drug 2: CC1C(C(CC(O1)OC2CC(CC3=C2C(=C4C(=C3O)C(=O)C5=C(C4=O)C(=CC=C5)OC)O)(C(=O)CO)O)N)O.Cl. Cell line: OVCAR-4. Synergy scores: CSS=34.7, Synergy_ZIP=-1.79, Synergy_Bliss=-1.19, Synergy_Loewe=-13.2, Synergy_HSA=3.01. (5) Drug 1: CCC(=C(C1=CC=CC=C1)C2=CC=C(C=C2)OCCN(C)C)C3=CC=CC=C3.C(C(=O)O)C(CC(=O)O)(C(=O)O)O. Drug 2: C1=NC2=C(N1)C(=S)N=CN2. Cell line: CAKI-1. Synergy scores: CSS=30.2, Synergy_ZIP=-2.79, Synergy_Bliss=-1.23, Synergy_Loewe=-23.1, Synergy_HSA=-1.15. (6) Drug 1: CCN(CC)CCNC(=O)C1=C(NC(=C1C)C=C2C3=C(C=CC(=C3)F)NC2=O)C. Drug 2: CC12CCC3C(C1CCC2OP(=O)(O)O)CCC4=C3C=CC(=C4)OC(=O)N(CCCl)CCCl.[Na+]. Cell line: COLO 205. Synergy scores: CSS=19.6, Synergy_ZIP=-2.54, Synergy_Bliss=-6.33, Synergy_Loewe=-11.1, Synergy_HSA=-11.7. (7) Drug 1: CS(=O)(=O)C1=CC(=C(C=C1)C(=O)NC2=CC(=C(C=C2)Cl)C3=CC=CC=N3)Cl. Drug 2: CC1C(C(CC(O1)OC2CC(CC3=C2C(=C4C(=C3O)C(=O)C5=C(C4=O)C(=CC=C5)OC)O)(C(=O)CO)O)N)O.Cl. Cell line: OVCAR-8. Synergy scores: CSS=33.2, Synergy_ZIP=-3.10, Synergy_Bliss=-3.87, Synergy_Loewe=-9.51, Synergy_HSA=-0.431.